This data is from NCI-60 drug combinations with 297,098 pairs across 59 cell lines. The task is: Regression. Given two drug SMILES strings and cell line genomic features, predict the synergy score measuring deviation from expected non-interaction effect. (1) Drug 1: CC1C(C(CC(O1)OC2CC(CC3=C2C(=C4C(=C3O)C(=O)C5=C(C4=O)C(=CC=C5)OC)O)(C(=O)C)O)N)O.Cl. Drug 2: C1=CC(=CC=C1CC(C(=O)O)N)N(CCCl)CCCl.Cl. Cell line: HCT116. Synergy scores: CSS=12.8, Synergy_ZIP=-2.53, Synergy_Bliss=-6.47, Synergy_Loewe=-23.7, Synergy_HSA=-5.15. (2) Drug 2: CN(CC1=CN=C2C(=N1)C(=NC(=N2)N)N)C3=CC=C(C=C3)C(=O)NC(CCC(=O)O)C(=O)O. Synergy scores: CSS=24.7, Synergy_ZIP=-0.401, Synergy_Bliss=2.33, Synergy_Loewe=1.60, Synergy_HSA=1.19. Cell line: SK-MEL-28. Drug 1: C1=CC=C(C=C1)NC(=O)CCCCCCC(=O)NO. (3) Drug 1: CCCS(=O)(=O)NC1=C(C(=C(C=C1)F)C(=O)C2=CNC3=C2C=C(C=N3)C4=CC=C(C=C4)Cl)F. Drug 2: C#CCC(CC1=CN=C2C(=N1)C(=NC(=N2)N)N)C3=CC=C(C=C3)C(=O)NC(CCC(=O)O)C(=O)O. Cell line: NCI-H522. Synergy scores: CSS=4.80, Synergy_ZIP=0.289, Synergy_Bliss=3.96, Synergy_Loewe=3.08, Synergy_HSA=3.30. (4) Drug 1: CN(CC1=CN=C2C(=N1)C(=NC(=N2)N)N)C3=CC=C(C=C3)C(=O)NC(CCC(=O)O)C(=O)O. Drug 2: CCC(=C(C1=CC=CC=C1)C2=CC=C(C=C2)OCCN(C)C)C3=CC=CC=C3.C(C(=O)O)C(CC(=O)O)(C(=O)O)O. Cell line: NCI-H322M. Synergy scores: CSS=52.2, Synergy_ZIP=1.58, Synergy_Bliss=0.618, Synergy_Loewe=-51.7, Synergy_HSA=-1.64. (5) Drug 1: CC1=C(C(=O)C2=C(C1=O)N3CC4C(C3(C2COC(=O)N)OC)N4)N. Synergy scores: CSS=47.9, Synergy_ZIP=-2.34, Synergy_Bliss=-2.69, Synergy_Loewe=-29.8, Synergy_HSA=-4.34. Drug 2: B(C(CC(C)C)NC(=O)C(CC1=CC=CC=C1)NC(=O)C2=NC=CN=C2)(O)O. Cell line: MDA-MB-231. (6) Drug 1: CC1=C2C(C(=O)C3(C(CC4C(C3C(C(C2(C)C)(CC1OC(=O)C(C(C5=CC=CC=C5)NC(=O)C6=CC=CC=C6)O)O)OC(=O)C7=CC=CC=C7)(CO4)OC(=O)C)O)C)OC(=O)C. Drug 2: CC1=C2C(C(=O)C3(C(CC4C(C3C(C(C2(C)C)(CC1OC(=O)C(C(C5=CC=CC=C5)NC(=O)OC(C)(C)C)O)O)OC(=O)C6=CC=CC=C6)(CO4)OC(=O)C)O)C)O. Cell line: MOLT-4. Synergy scores: CSS=12.4, Synergy_ZIP=-0.907, Synergy_Bliss=1.94, Synergy_Loewe=-8.42, Synergy_HSA=0.532. (7) Drug 1: C1=C(C(=O)NC(=O)N1)N(CCCl)CCCl. Drug 2: CC1=C(C=C(C=C1)NC(=O)C2=CC=C(C=C2)CN3CCN(CC3)C)NC4=NC=CC(=N4)C5=CN=CC=C5. Cell line: M14. Synergy scores: CSS=16.4, Synergy_ZIP=6.71, Synergy_Bliss=4.16, Synergy_Loewe=0.421, Synergy_HSA=0.467.